This data is from Merck oncology drug combination screen with 23,052 pairs across 39 cell lines. The task is: Regression. Given two drug SMILES strings and cell line genomic features, predict the synergy score measuring deviation from expected non-interaction effect. Drug 1: O=C(O)C1(Cc2cccc(Nc3nccs3)n2)CCC(Oc2cccc(Cl)c2F)CC1. Drug 2: CCc1cnn2c(NCc3ccc[n+]([O-])c3)cc(N3CCCCC3CCO)nc12. Cell line: NCIH2122. Synergy scores: synergy=-13.3.